This data is from Forward reaction prediction with 1.9M reactions from USPTO patents (1976-2016). The task is: Predict the product of the given reaction. (1) Given the reactants [CH2:1]([O:8][C:9](=[O:35])[NH:10][CH:11]1[C:20]2[C:15](=[CH:16][CH:17]=[C:18]([C:21]([F:24])([F:23])[F:22])[CH:19]=2)[NH:14][CH:13]([CH2:25][CH2:26][O:27][CH2:28][C:29]2[CH:34]=[CH:33][CH:32]=[CH:31][CH:30]=2)[CH2:12]1)[C:2]1[CH:7]=[CH:6][CH:5]=[CH:4][CH:3]=1.N1C=CC=CC=1.[F:42][C:43]([F:54])([F:53])[C:44](O[C:44](=[O:45])[C:43]([F:54])([F:53])[F:42])=[O:45], predict the reaction product. The product is: [CH2:1]([O:8][C:9](=[O:35])[NH:10][CH:11]1[C:20]2[C:15](=[CH:16][CH:17]=[C:18]([C:21]([F:24])([F:22])[F:23])[CH:19]=2)[N:14]([C:44](=[O:45])[C:43]([F:54])([F:53])[F:42])[CH:13]([CH2:25][CH2:26][O:27][CH2:28][C:29]2[CH:34]=[CH:33][CH:32]=[CH:31][CH:30]=2)[CH2:12]1)[C:2]1[CH:3]=[CH:4][CH:5]=[CH:6][CH:7]=1. (2) Given the reactants O.[CH3:2][O:3][C:4]1[CH:9]=[CH:8][C:7]([N:10]2[CH2:14][CH:13]=[CH:12][C:11]2=[O:15])=[CH:6][CH:5]=1.[O:16]=[C:17]([NH:32][C@@H:33]1[CH2:37][CH2:36][NH:35][CH2:34]1)[CH2:18][NH:19][C:20](=[O:31])[C:21]1[CH:26]=[CH:25][CH:24]=[C:23]([C:27]([F:30])([F:29])[F:28])[CH:22]=1.[NH4+].[OH-], predict the reaction product. The product is: [CH3:2][O:3][C:4]1[CH:5]=[CH:6][C:7]([N:10]2[C:11](=[O:15])[CH2:12][CH:13]([N:35]3[CH2:36][CH2:37][C@@H:33]([NH:32][C:17](=[O:16])[CH2:18][NH:19][C:20](=[O:31])[C:21]4[CH:26]=[CH:25][CH:24]=[C:23]([C:27]([F:28])([F:30])[F:29])[CH:22]=4)[CH2:34]3)[CH2:14]2)=[CH:8][CH:9]=1. (3) The product is: [Cl:1][CH2:2][C:3]1([CH3:9])[O:7][C:6](=[O:8])[N:5]([C:11]2[CH:16]=[CH:15][C:14]([Cl:17])=[CH:13][N:12]=2)[CH2:4]1. Given the reactants [Cl:1][CH2:2][C:3]1([CH3:9])[O:7][C:6](=[O:8])[NH:5][CH2:4]1.Br[C:11]1[CH:16]=[CH:15][C:14]([Cl:17])=[CH:13][N:12]=1.C(=O)([O-])[O-].[Cs+].[Cs+].CC1(C)C2C=CC=C(P(C3C=CC=CC=3)C3C=CC=CC=3)C=2OC2C1=CC=CC=2P(C1C=CC=CC=1)C1C=CC=CC=1, predict the reaction product. (4) Given the reactants C([O:3][C:4](=[O:29])[CH2:5][C:6]1[C:7]([CH3:28])=[C:8]([S:17][C:18]2[CH:23]=[CH:22][C:21]([S:24]([CH3:27])(=[O:26])=[O:25])=[CH:20][CH:19]=2)[N:9]2[C:14]=1[CH:13]=[C:12]([C:15]#[N:16])[CH:11]=[CH:10]2)C.[OH-].[Li+].Cl, predict the reaction product. The product is: [C:15]([C:12]1[CH:11]=[CH:10][N:9]2[C:14]([CH:13]=1)=[C:6]([CH2:5][C:4]([OH:29])=[O:3])[C:7]([CH3:28])=[C:8]2[S:17][C:18]1[CH:19]=[CH:20][C:21]([S:24]([CH3:27])(=[O:25])=[O:26])=[CH:22][CH:23]=1)#[N:16]. (5) Given the reactants [CH3:1][O:2][C:3]1[CH:4]=[CH:5][C:6]2[C:11](=[O:12])[N:10]([CH2:13][C:14]([OH:16])=O)[N:9]=[N:8][C:7]=2[CH:17]=1.[F:18][C:19]([F:31])([F:30])[O:20][C:21]1[CH:26]=[CH:25][C:24]([C@@H:27]([NH2:29])[CH3:28])=[CH:23][CH:22]=1, predict the reaction product. The product is: [CH3:1][O:2][C:3]1[CH:4]=[CH:5][C:6]2[C:11](=[O:12])[N:10]([CH2:13][C:14]([NH:29][C@H:27]([C:24]3[CH:23]=[CH:22][C:21]([O:20][C:19]([F:18])([F:30])[F:31])=[CH:26][CH:25]=3)[CH3:28])=[O:16])[N:9]=[N:8][C:7]=2[CH:17]=1. (6) Given the reactants [CH3:1][C:2]1[CH:6]=[CH:5][NH:4][N:3]=1.C([O-])([O-])=O.[Cs+].[Cs+].C(=NO)C1C(=CC=CC=1)O.Br[C:24]1[CH:25]=[C:26]([CH2:30][CH2:31][N:32]([CH3:34])[CH3:33])[CH:27]=[CH:28][CH:29]=1, predict the reaction product. The product is: [CH3:34][N:32]([CH3:33])[CH2:31][CH2:30][C:26]1[CH:27]=[CH:28][CH:29]=[C:24]([N:4]2[CH:5]=[CH:6][C:2]([CH3:1])=[N:3]2)[CH:25]=1. (7) Given the reactants [Cl:1][C:2]1[C:3]([OH:24])=[CH:4][C:5]([OH:23])=[C:6]([C:8](=[O:22])[CH2:9][C:10]2[CH:21]=[CH:20][C:13]([O:14][CH2:15][CH2:16][CH2:17][C:18]#[N:19])=[CH:12][CH:11]=2)[CH:7]=1.[C:25](OC(=O)C)(=O)[CH3:26].C(=O)([O-])[O-].[K+].[K+], predict the reaction product. The product is: [Cl:1][C:2]1[CH:7]=[C:6]2[C:5](=[CH:4][C:3]=1[OH:24])[O:23][C:25]([CH3:26])=[C:9]([C:10]1[CH:21]=[CH:20][C:13]([O:14][CH2:15][CH2:16][CH2:17][C:18]#[N:19])=[CH:12][CH:11]=1)[C:8]2=[O:22]. (8) Given the reactants [C:1]([O:5][C:6]([N:8]([C:26]([O:28][C:29]([CH3:32])([CH3:31])[CH3:30])=[O:27])[C:9]1[C:17]2[C:12](=[CH:13][C:14](Br)=[CH:15][CH:16]=2)[N:11]([C:19]([O:21][C:22]([CH3:25])([CH3:24])[CH3:23])=[O:20])[N:10]=1)=[O:7])([CH3:4])([CH3:3])[CH3:2].[B:33]1([B:33]2[O:37][C:36]([CH3:39])([CH3:38])[C:35]([CH3:41])([CH3:40])[O:34]2)[O:37][C:36]([CH3:39])([CH3:38])[C:35]([CH3:41])([CH3:40])[O:34]1.C([O-])(=O)C.[K+], predict the reaction product. The product is: [C:1]([O:5][C:6]([N:8]([C:26]([O:28][C:29]([CH3:32])([CH3:31])[CH3:30])=[O:27])[C:9]1[C:17]2[C:12](=[CH:13][C:14]([B:33]3[O:37][C:36]([CH3:39])([CH3:38])[C:35]([CH3:41])([CH3:40])[O:34]3)=[CH:15][CH:16]=2)[N:11]([C:19]([O:21][C:22]([CH3:25])([CH3:24])[CH3:23])=[O:20])[N:10]=1)=[O:7])([CH3:4])([CH3:3])[CH3:2]. (9) Given the reactants [NH2:1][C:2]1[CH:7]=[CH:6][C:5]([S:8]([NH2:11])(=[O:10])=[O:9])=[CH:4][CH:3]=1.[Cl:12][C:13]1[CH:14]=[C:15]([NH:23][C:24](OC2C=CC=CC=2)=[O:25])[C:16](=[CH:21][CH:22]=1)[C:17]([O:19][CH3:20])=[O:18], predict the reaction product. The product is: [NH2:1][C:2]1[CH:7]=[CH:6][C:5]([S:8]([NH:11][C:24]([NH:23][C:15]2[CH:14]=[C:13]([Cl:12])[CH:22]=[CH:21][C:16]=2[C:17]([O:19][CH3:20])=[O:18])=[O:25])(=[O:9])=[O:10])=[CH:4][CH:3]=1.